Predict the product of the given reaction. From a dataset of Forward reaction prediction with 1.9M reactions from USPTO patents (1976-2016). (1) The product is: [C:1]([O:5][C:6]([N:8]1[CH2:13][CH2:12][N:11]([C:14]2[CH:19]=[CH:18][C:17]([O:20][CH2:21][CH2:22][CH2:23][N:25]3[CH2:30][CH2:29][CH2:28][CH2:27][CH2:26]3)=[CH:16][CH:15]=2)[CH2:10][CH2:9]1)=[O:7])([CH3:4])([CH3:3])[CH3:2]. Given the reactants [C:1]([O:5][C:6]([N:8]1[CH2:13][CH2:12][N:11]([C:14]2[CH:19]=[CH:18][C:17]([O:20][CH2:21][CH2:22][CH2:23]Cl)=[CH:16][CH:15]=2)[CH2:10][CH2:9]1)=[O:7])([CH3:4])([CH3:3])[CH3:2].[NH:25]1[CH2:30][CH2:29][CH2:28][CH2:27][CH2:26]1.C(=O)([O-])[O-].[K+].[K+].[I-].[K+], predict the reaction product. (2) Given the reactants F[C:2]1[CH:7]=[C:6]([C:8]2[C:9]([C:20]3[O:21][CH:22]=[CH:23][CH:24]=3)=[N:10][C:11]([NH2:19])=[N:12][C:13]=2[C:14]2[O:15][CH:16]=[CH:17][CH:18]=2)[CH:5]=[CH:4][N:3]=1.[CH3:25][NH:26][CH3:27], predict the reaction product. The product is: [CH3:25][N:26]([CH3:27])[C:2]1[CH:7]=[C:6]([C:8]2[C:9]([C:20]3[O:21][CH:22]=[CH:23][CH:24]=3)=[N:10][C:11]([NH2:19])=[N:12][C:13]=2[C:14]2[O:15][CH:16]=[CH:17][CH:18]=2)[CH:5]=[CH:4][N:3]=1. (3) Given the reactants [C:1]1([C:7](=[CH2:21])[C:8]([C:10]2[CH:20]=[CH:19][C:13]3[O:14][CH2:15][C:16](=[O:18])[NH:17][C:12]=3[CH:11]=2)=O)[CH:6]=[CH:5][CH:4]=[CH:3][CH:2]=1.[NH2:22][NH2:23], predict the reaction product. The product is: [C:1]1([CH:7]2[CH2:21][NH:23][N:22]=[C:8]2[C:10]2[CH:20]=[CH:19][C:13]3[O:14][CH2:15][C:16](=[O:18])[NH:17][C:12]=3[CH:11]=2)[CH:6]=[CH:5][CH:4]=[CH:3][CH:2]=1. (4) Given the reactants C(=O)([O-])[O-].[K+].[K+].[Cl:7][C:8]1[CH:13]=[CH:12][C:11]([OH:14])=[C:10]([N+:15]([O-:17])=[O:16])[CH:9]=1.Cl.Cl[CH2:20][CH2:21][N:22]([CH3:24])[CH3:23], predict the reaction product. The product is: [Cl:7][C:8]1[CH:13]=[CH:12][C:11]([O:14][CH2:20][CH2:21][N:22]([CH3:24])[CH3:23])=[C:10]([N+:15]([O-:17])=[O:16])[CH:9]=1. (5) Given the reactants [CH3:1][O:2][C:3]([C:5]1[S:9][C:8]([N:10]2[CH2:15][CH2:14][NH:13][CH2:12][CH2:11]2)=[N:7][CH:6]=1)=[O:4].[F:16][C:17]([F:29])([F:28])[C:18]1[CH:23]=[CH:22][C:21]([S:24](Cl)(=[O:26])=[O:25])=[CH:20][CH:19]=1.C(N(CC)CC)C.O, predict the reaction product. The product is: [CH3:1][O:2][C:3]([C:5]1[S:9][C:8]([N:10]2[CH2:11][CH2:12][N:13]([S:24]([C:21]3[CH:20]=[CH:19][C:18]([C:17]([F:16])([F:28])[F:29])=[CH:23][CH:22]=3)(=[O:26])=[O:25])[CH2:14][CH2:15]2)=[N:7][CH:6]=1)=[O:4]. (6) Given the reactants [F:1][C:2]1[CH:7]=[CH:6][CH:5]=[CH:4][C:3]=1[CH2:8][C@H:9]([NH:23][C:24](=[O:41])[C:25]([NH:28][C:29]([C:31]1[CH:40]=[N:39][C:38]2[C:33](=[CH:34][CH:35]=[CH:36][CH:37]=2)[N:32]=1)=[O:30])([CH3:27])[CH3:26])[B:10]1[O:14]C2CC3CC(C2(C)[O:11]1)C3(C)C.CC(C)CB(O)O.Cl, predict the reaction product. The product is: [F:1][C:2]1[CH:7]=[CH:6][CH:5]=[CH:4][C:3]=1[CH2:8][C@@H:9]([B:10]([OH:14])[OH:11])[NH:23][C:24](=[O:41])[C:25]([CH3:27])([NH:28][C:29]([C:31]1[CH:40]=[N:39][C:38]2[C:33](=[CH:34][CH:35]=[CH:36][CH:37]=2)[N:32]=1)=[O:30])[CH3:26].